Task: Binary Classification. Given a drug SMILES string, predict its activity (active/inactive) in a high-throughput screening assay against a specified biological target.. Dataset: HIV replication inhibition screening data with 41,000+ compounds from the AIDS Antiviral Screen (1) The compound is CCOC(=O)CC(=O)C(=O)NNC1=NCCN1.I. The result is 0 (inactive). (2) The drug is CCCCCCCCN1CCCN(N=Cc2c3c(O)c4c(O)c(C)c5c(c4c2O)C(=O)C(C)(OC=CC(OC)C(C)C(OC(C)=O)C(C)C(O)C(C)C(O)C(C)C=CC=C(C)C(=O)N3)O5)CC1. The result is 0 (inactive). (3) The molecule is COc1ccc2c(c1)CCC1C2CCC2(C)C(=NOCCN3CCCC3)CCC12.Cl. The result is 0 (inactive). (4) The drug is O=C1C2ON=C(c3ccccc3F)C2C(=O)N1c1ccc(Cc2ccc(N3C(=O)C4ON=C(c5ccccc5F)C4C3=O)cc2)cc1. The result is 0 (inactive).